Dataset: Full USPTO retrosynthesis dataset with 1.9M reactions from patents (1976-2016). Task: Predict the reactants needed to synthesize the given product. Given the product [CH2:16]([O:18][C:19](=[O:22])[CH2:20][N:13]1[CH2:14][CH2:15][CH:10]([C:8](=[O:9])[C:5]2[CH:6]=[CH:7][C:2]([Cl:1])=[CH:3][CH:4]=2)[CH2:11][CH2:12]1)[CH3:17], predict the reactants needed to synthesize it. The reactants are: [Cl:1][C:2]1[CH:7]=[CH:6][C:5]([C:8]([CH:10]2[CH2:15][CH2:14][NH:13][CH2:12][CH2:11]2)=[O:9])=[CH:4][CH:3]=1.[CH2:16]([O:18][C:19](=[O:22])[CH2:20]Br)[CH3:17].C(N(CC)CC)C.